This data is from Peptide-MHC class I binding affinity with 185,985 pairs from IEDB/IMGT. The task is: Regression. Given a peptide amino acid sequence and an MHC pseudo amino acid sequence, predict their binding affinity value. This is MHC class I binding data. (1) The peptide sequence is LPSSSSYSY. The MHC is HLA-B39:01 with pseudo-sequence HLA-B39:01. The binding affinity (normalized) is 0.0847. (2) The peptide sequence is WSIYLSLHY. The MHC is HLA-B15:03 with pseudo-sequence HLA-B15:03. The binding affinity (normalized) is 0.798. (3) The MHC is HLA-A11:01 with pseudo-sequence HLA-A11:01. The peptide sequence is AVLLHEESM. The binding affinity (normalized) is 0. (4) The peptide sequence is LFLDGIDKA. The MHC is HLA-B44:02 with pseudo-sequence HLA-B44:02. The binding affinity (normalized) is 0.107. (5) The peptide sequence is AIHTIIHSII. The MHC is HLA-A01:01 with pseudo-sequence HLA-A01:01. The binding affinity (normalized) is 0.190.